From a dataset of Reaction yield outcomes from USPTO patents with 853,638 reactions. Predict the reaction yield, written as a fraction of the theoretical maximum amount of product (1.0 means a 100% yield; for example, 0.34 means a 34% yield). (1) The reactants are C[Mg]Br.[C:4]([C:7]1[CH:12]=[CH:11][C:10]([S:13]([NH:16][C:17]2[N:21]([C:22]3[CH:31]=[CH:30][CH:29]=[C:28]4[C:23]=3[CH:24]=[CH:25][CH:26]=[N:27]4)[N:20]=[C:19]([CH3:32])[CH:18]=2)(=[O:15])=[O:14])=[CH:9][CH:8]=1)(=[O:6])[CH3:5].Cl[CH2:34]Cl.CO. The catalyst is C1COCC1. The product is [OH:6][C:4]([C:7]1[CH:8]=[CH:9][C:10]([S:13]([NH:16][C:17]2[N:21]([C:22]3[CH:31]=[CH:30][CH:29]=[C:28]4[C:23]=3[CH:24]=[CH:25][CH:26]=[N:27]4)[N:20]=[C:19]([CH3:32])[CH:18]=2)(=[O:15])=[O:14])=[CH:11][CH:12]=1)([CH3:34])[CH3:5]. The yield is 0.320. (2) The reactants are [N:1]([CH2:4][CH2:5][CH2:6][C:7]1([C:30]2[CH:35]=[CH:34][CH:33]=[CH:32][CH:31]=2)[N:11]([C:12]2[S:13][C:14]3[CH2:15][N:16]([CH3:21])[CH2:17][CH2:18][C:19]=3[N:20]=2)[N:10]=[C:9]([C:22]2[CH:27]=[C:26]([F:28])[CH:25]=[CH:24][C:23]=2[F:29])[S:8]1)=[N+]=[N-].Cl.CO. The catalyst is CO.[Pd]. The product is [F:29][C:23]1[CH:24]=[CH:25][C:26]([F:28])=[CH:27][C:22]=1[C:9]1[S:8][C:7]([CH2:6][CH2:5][CH2:4][NH2:1])([C:30]2[CH:35]=[CH:34][CH:33]=[CH:32][CH:31]=2)[N:11]([C:12]2[S:13][C:14]3[CH2:15][N:16]([CH3:21])[CH2:17][CH2:18][C:19]=3[N:20]=2)[N:10]=1. The yield is 0.500.